This data is from Full USPTO retrosynthesis dataset with 1.9M reactions from patents (1976-2016). The task is: Predict the reactants needed to synthesize the given product. Given the product [C:1]([C:5]1[CH:6]=[CH:7][C:8]([O:9][CH2:10][C@H:11]2[O:12][C:16](=[O:18])[NH:17][CH2:13]2)=[CH:14][CH:15]=1)([CH3:2])([CH3:3])[CH3:4], predict the reactants needed to synthesize it. The reactants are: [C:1]([C:5]1[CH:15]=[CH:14][C:8]([O:9][CH2:10][C@@H:11]2[CH2:13][O:12]2)=[CH:7][CH:6]=1)([CH3:4])([CH3:3])[CH3:2].[C:16](=O)([O:18]CC)[NH2:17].C(N(CC)CC)C.